Dataset: Forward reaction prediction with 1.9M reactions from USPTO patents (1976-2016). Task: Predict the product of the given reaction. The product is: [N:3]1[C:4]2[CH2:5][CH2:6][CH2:7][CH2:8][C:9]=2[CH:10]=[C:11]([C:12]#[N:13])[CH:2]=1. Given the reactants Cl[C:2]1[C:11]([C:12]#[N:13])=[CH:10][C:9]2[CH2:8][CH2:7][CH2:6][CH2:5][C:4]=2[N:3]=1.O.O.O.C([O-])(=O)C.[Na+].C(O)(=O)C.[OH-].[Na+], predict the reaction product.